From a dataset of Full USPTO retrosynthesis dataset with 1.9M reactions from patents (1976-2016). Predict the reactants needed to synthesize the given product. (1) Given the product [Cl:6][C:7]1[C:8]([F:15])=[C:9]([C:10]([NH:13][CH3:14])=[CH:11][CH:12]=1)[C:22]([OH:24])=[O:23], predict the reactants needed to synthesize it. The reactants are: C([Li])CCC.[Cl:6][C:7]1[CH:12]=[CH:11][C:10]([NH:13][CH3:14])=[CH:9][C:8]=1[F:15].CC([O-])(C)C.[K+].[C:22](=[O:24])=[O:23]. (2) Given the product [OH:17][CH:3]1[CH:2]([CH3:1])[CH2:9][CH2:8][CH2:7][N:6]([C:10]([O:12][C:13]([CH3:14])([CH3:16])[CH3:15])=[O:11])[CH2:5][CH2:4]1, predict the reactants needed to synthesize it. The reactants are: [CH3:1][CH:2]1[CH2:9][CH2:8][CH2:7][N:6]([C:10]([O:12][C:13]([CH3:16])([CH3:15])[CH3:14])=[O:11])[CH2:5][CH2:4][C:3]1=[O:17].[BH4-].[Na+].O.